This data is from Catalyst prediction with 721,799 reactions and 888 catalyst types from USPTO. The task is: Predict which catalyst facilitates the given reaction. (1) The catalyst class is: 4. Reactant: [CH2:1]([O:8][CH2:9][CH:10]([CH:23]([CH3:25])[CH3:24])[CH2:11][CH:12]([NH:15][C:16](=[O:22])[O:17][C:18]([CH3:21])([CH3:20])[CH3:19])[CH2:13][OH:14])[C:2]1[CH:7]=[CH:6][CH:5]=[CH:4][CH:3]=1.O.[C:27]1(C)[CH:32]=CC(S(O)(=O)=O)=C[CH:28]=1.COC(C)=C.C(=O)([O-])O.[Na+]. Product: [CH2:1]([O:8][CH2:9][CH:10]([CH:23]([CH3:25])[CH3:24])[CH2:11][CH:12]1[CH2:13][O:14][C:27]([CH3:32])([CH3:28])[N:15]1[C:16]([O:17][C:18]([CH3:19])([CH3:20])[CH3:21])=[O:22])[C:2]1[CH:3]=[CH:4][CH:5]=[CH:6][CH:7]=1. (2) Product: [CH3:27][N:8]([CH3:7])[C:9]1([C:21]2[CH:22]=[N:23][CH:24]=[CH:25][CH:26]=2)[CH2:10][CH2:11][CH:12]([CH2:15][CH2:16][OH:17])[CH2:13][CH2:14]1. The catalyst class is: 1. Reactant: [H-].[H-].[H-].[H-].[Li+].[Al+3].[CH3:7][N:8]([CH3:27])[C:9]1([C:21]2[CH:22]=[N:23][CH:24]=[CH:25][CH:26]=2)[CH2:14][CH2:13][CH:12]([CH2:15][C:16](OCC)=[O:17])[CH2:11][CH2:10]1.